This data is from Full USPTO retrosynthesis dataset with 1.9M reactions from patents (1976-2016). The task is: Predict the reactants needed to synthesize the given product. (1) Given the product [I:1][C:2]1[CH:3]=[C:4]2[C:9](=[CH:10][CH:11]=1)[C:8](=[N:27][N:23]1[CH2:24][CH2:25][CH2:26][C@H:22]1[CH2:21][O:20][CH3:19])[CH2:7][CH2:6][CH2:5]2, predict the reactants needed to synthesize it. The reactants are: [I:1][C:2]1[CH:3]=[C:4]2[C:9](=[CH:10][CH:11]=1)[C:8](=O)[CH2:7][CH2:6][CH2:5]2.C1CCCCC1.[CH3:19][O:20][CH2:21][C@@H:22]1[CH2:26][CH2:25][CH2:24][N:23]1[NH2:27].C(=O)(O)[O-].[Na+]. (2) Given the product [N:27]1[C:6]2[C:7]3[CH:8]=[CH:9][CH:10]=[CH:11][C:12]=3[CH2:13][CH2:14][C:5]=2[CH:4]=[N:2][C:3]=1[NH:22][C:16]1[CH:21]=[CH:20][CH:19]=[CH:18][CH:17]=1, predict the reactants needed to synthesize it. The reactants are: C[N:2]([CH:4]=[C:5]1[CH2:14][CH2:13][C:12]2[C:7](=[CH:8][CH:9]=[CH:10][CH:11]=2)[C:6]1=O)[CH3:3].[C:16]1([NH:22]C(N)=N)[CH:21]=[CH:20][CH:19]=[CH:18][CH:17]=1.C[N:27](C=O)C. (3) Given the product [Cl:1][C:2]1[CH:7]=[CH:6][CH:5]=[CH:4][C:3]=1[C:8]1[N:17]=[C:16]([CH:18]2[CH2:19][CH2:20][NH:21][CH2:22][CH2:23]2)[CH:15]=[C:14]2[C:9]=1[CH:10]=[CH:11][C:12](=[O:39])[N:13]2[C:31]1[C:32]([Cl:38])=[CH:33][CH:34]=[CH:35][C:36]=1[Cl:37], predict the reactants needed to synthesize it. The reactants are: [Cl:1][C:2]1[CH:7]=[CH:6][CH:5]=[CH:4][C:3]=1[C:8]1[N:17]=[C:16]([CH:18]2[CH2:23][CH2:22][N:21](C(OC(C)(C)C)=O)[CH2:20][CH2:19]2)[CH:15]=[C:14]2[C:9]=1[CH:10]=[CH:11][C:12](=[O:39])[N:13]2[C:31]1[C:36]([Cl:37])=[CH:35][CH:34]=[CH:33][C:32]=1[Cl:38].FC(F)(F)C(O)=O. (4) Given the product [CH2:12]([O:11][C:8]1[N:9]=[CH:10][C:5]([CH2:4][N:1]2[CH:37]=[C:36]([C:31]3[CH:30]=[C:29]([NH:28][C:23]4[N:22]=[C:21]([CH:20]([F:19])[F:38])[C:26]([F:27])=[CH:25][N:24]=4)[CH:34]=[C:33]([CH3:35])[CH:32]=3)[N:3]=[N:2]2)=[CH:6][CH:7]=1)[C:13]1[CH:18]=[CH:17][CH:16]=[CH:15][CH:14]=1, predict the reactants needed to synthesize it. The reactants are: [N:1]([CH2:4][C:5]1[CH:6]=[CH:7][C:8]([O:11][CH2:12][C:13]2[CH:18]=[CH:17][CH:16]=[CH:15][CH:14]=2)=[N:9][CH:10]=1)=[N+:2]=[N-:3].[F:19][CH:20]([F:38])[C:21]1[C:26]([F:27])=[CH:25][N:24]=[C:23]([NH:28][C:29]2[CH:34]=[C:33]([CH3:35])[CH:32]=[C:31]([C:36]#[CH:37])[CH:30]=2)[N:22]=1.O=C1O[C@H]([C@H](CO)O)C([O-])=C1O.[Na+]. (5) Given the product [C:1]([CH:4]1[CH2:9][CH2:8][N:7]([C:10]2[CH:17]=[CH:16][C:13]([CH:14]=[O:19])=[CH:12][CH:11]=2)[CH2:6][CH2:5]1)([OH:3])=[O:2], predict the reactants needed to synthesize it. The reactants are: [C:1]([CH:4]1[CH2:9][CH2:8][N:7]([C:10]2[CH:17]=[CH:16][C:13]([C:14]#N)=[CH:12][CH:11]=2)[CH2:6][CH2:5]1)([OH:3])=[O:2].C(O)=[O:19]. (6) Given the product [C:15]1([N:7]2[C:8]3[CH:13]=[CH:12][N:11]=[CH:10][C:9]=3[N:14]=[C:6]2[CH:4]([NH2:1])[CH3:5])[CH:16]=[CH:17][CH:18]=[CH:19][CH:20]=1, predict the reactants needed to synthesize it. The reactants are: [N:1]([CH:4]([C:6]1[N:7]([C:15]2[CH:20]=[CH:19][CH:18]=[CH:17][CH:16]=2)[C:8]2[CH:13]=[CH:12][N:11]=[CH:10][C:9]=2[N:14]=1)[CH3:5])=[N+]=[N-]. (7) Given the product [C:15]([O:14][C:12]([N:6]1[CH2:7][C@H:8]([O:10][CH3:11])[CH2:9][C@@H:5]1[C:3]([OH:4])=[O:2])=[O:13])([CH3:18])([CH3:16])[CH3:17], predict the reactants needed to synthesize it. The reactants are: C[O:2][C:3]([C@H:5]1[CH2:9][C@@H:8]([O:10][CH3:11])[CH2:7][N:6]1[C:12]([O:14][C:15]([CH3:18])([CH3:17])[CH3:16])=[O:13])=[O:4].O.